Regression/Classification. Given a drug SMILES string, predict its absorption, distribution, metabolism, or excretion properties. Task type varies by dataset: regression for continuous measurements (e.g., permeability, clearance, half-life) or binary classification for categorical outcomes (e.g., BBB penetration, CYP inhibition). Dataset: rlm. From a dataset of Rat liver microsome stability data. (1) The drug is O=C1NCC2(CCCNC2)c2[nH]c(-c3ccnc(-c4cc5ccccc5o4)n3)cc21. The result is 0 (unstable in rat liver microsomes). (2) The result is 0 (unstable in rat liver microsomes). The compound is COc1cc(-c2cccc3[nH]c(-c4ccc5[nH]ccc5c4)nc23)cc(OC)c1OC. (3) The result is 1 (stable in rat liver microsomes). The compound is O=C(O)c1c(O)c(Cc2ccc(Cl)cc2)nc2c3c(ccc12)CCCC3. (4) The drug is Cc1cc(C)cc(-c2nnc(N)nc2-c2ccccc2)c1. The result is 1 (stable in rat liver microsomes).